From a dataset of Retrosynthesis with 50K atom-mapped reactions and 10 reaction types from USPTO. Predict the reactants needed to synthesize the given product. (1) Given the product C[C@H]1CCCN1[C@H]1CCN(c2ccc3c(c2)CCN(c2cncnc2)C3)C1, predict the reactants needed to synthesize it. The reactants are: Brc1cncnc1.C[C@H]1CCCN1[C@H]1CCN(c2ccc3c(c2)CCNC3)C1. (2) Given the product COCC(O)Cn1nc([N+](=O)[O-])nc1C(=O)O, predict the reactants needed to synthesize it. The reactants are: COCC(O)Cn1nc([N+](=O)[O-])nc1C(=O)OC. (3) Given the product CN(C)CCn1c2ccc(O)cc2c2c3c(c(-c4ccccc4)cc21)C(=O)NC3=O, predict the reactants needed to synthesize it. The reactants are: CNC.CS(=O)(=O)OCCn1c2ccc(O)cc2c2c3c(c(-c4ccccc4)cc21)C(=O)NC3=O. (4) Given the product CC(Oc1cccc(Oc2c(Cl)cc(C(F)(F)F)cc2Cl)c1)(C(=O)O)[N+](=O)[O-], predict the reactants needed to synthesize it. The reactants are: COC(=O)C(C)(Oc1cccc(Oc2c(Cl)cc(C(F)(F)F)cc2Cl)c1)[N+](=O)[O-]. (5) Given the product COc1cc2c(Oc3ccc(Nc4ccc(C(C)(C)C)cc4)cc3)ccnc2cc1OCCN1CCOCC1, predict the reactants needed to synthesize it. The reactants are: COc1cc2c(Oc3ccc(Nc4ccc(C(C)(C)C)cc4)cc3)ccnc2cc1O.ClCCN1CCOCC1. (6) Given the product CCOC(=O)c1cn2cc(CNc3nnc(C(O)(CC)C(F)(F)F)o3)ccc2c1-c1ccc(F)cc1, predict the reactants needed to synthesize it. The reactants are: CCC(O)(c1nnc(N)o1)C(F)(F)F.CCOC(=O)c1cn2cc(C=O)ccc2c1-c1ccc(F)cc1.